Regression. Given a peptide amino acid sequence and an MHC pseudo amino acid sequence, predict their binding affinity value. This is MHC class I binding data. From a dataset of Peptide-MHC class I binding affinity with 185,985 pairs from IEDB/IMGT. (1) The binding affinity (normalized) is 0.0847. The MHC is HLA-A02:19 with pseudo-sequence HLA-A02:19. The peptide sequence is FLILPQAKK. (2) The peptide sequence is SIFISFYLI. The MHC is HLA-A02:02 with pseudo-sequence HLA-A02:02. The binding affinity (normalized) is 0.671. (3) The peptide sequence is FDKDKELTM. The MHC is H-2-Kk with pseudo-sequence H-2-Kk. The binding affinity (normalized) is 0.0929. (4) The peptide sequence is RFLSKISEY. The MHC is H-2-Kd with pseudo-sequence H-2-Kd. The binding affinity (normalized) is 0. (5) The peptide sequence is IVRTNRNEL. The binding affinity (normalized) is 0.388. The MHC is HLA-B40:01 with pseudo-sequence HLA-B40:01. (6) The peptide sequence is RLGWRTLDF. The MHC is HLA-A02:01 with pseudo-sequence HLA-A02:01. The binding affinity (normalized) is 0.0847. (7) The peptide sequence is TFMDGTPEL. The MHC is HLA-B58:01 with pseudo-sequence HLA-B58:01. The binding affinity (normalized) is 0.0847.